Dataset: Peptide-MHC class I binding affinity with 185,985 pairs from IEDB/IMGT. Task: Regression. Given a peptide amino acid sequence and an MHC pseudo amino acid sequence, predict their binding affinity value. This is MHC class I binding data. (1) The peptide sequence is RLYDYFTRV. The MHC is H-2-Ld with pseudo-sequence H-2-Ld. The binding affinity (normalized) is 0. (2) The MHC is Mamu-A11 with pseudo-sequence Mamu-A11. The peptide sequence is NDDVDQSLI. The binding affinity (normalized) is 0.395. (3) The peptide sequence is CRTLLSRVYQI. The MHC is Mamu-B03 with pseudo-sequence Mamu-B03. The binding affinity (normalized) is 0.226. (4) The MHC is HLA-A80:01 with pseudo-sequence HLA-A80:01. The peptide sequence is DLRPYGLIK. The binding affinity (normalized) is 0.0847.